The task is: Predict the reactants needed to synthesize the given product.. This data is from Full USPTO retrosynthesis dataset with 1.9M reactions from patents (1976-2016). (1) Given the product [ClH:36].[ClH:36].[F:32][C:19]1[CH:18]=[CH:17][C:16]([O:15][C:12]2[CH:13]=[CH:14][C:9]3[N:10]([CH:33]=[C:7]([NH:6][C:4](=[O:5])[CH2:1][N:41]4[CH2:42][CH2:43][N:38]([CH3:37])[CH2:39][CH2:40]4)[N:8]=3)[N:11]=2)=[CH:21][C:20]=1[NH:22][C:23]([C:25]1[N:29]([CH3:30])[N:28]=[C:27]([CH3:31])[CH:26]=1)=[O:24], predict the reactants needed to synthesize it. The reactants are: [CH:1]1([C:4]([NH:6][C:7]2[N:8]=[C:9]3[CH:14]=[CH:13][C:12]([O:15][C:16]4[CH:17]=[CH:18][C:19]([F:32])=[C:20]([NH:22][C:23]([C:25]5[N:29]([CH3:30])[N:28]=[C:27]([CH3:31])[CH:26]=5)=[O:24])[CH:21]=4)=[N:11][N:10]3[CH:33]=2)=[O:5])CC1.CO.[ClH:36].[CH3:37][N:38]1[CH2:43][CH2:42][N:41](CC(O)=O)[CH2:40][CH2:39]1.Cl.CN(C)CCCN=C=NCC.ON1C2C=CC=CC=2N=N1.C(N(C(C)C)C(C)C)C.C(=O)([O-])O.[Na+]. (2) Given the product [F:1][C:2]1[CH:21]=[C:20]([C:22]2[CH:27]=[CH:26][CH:25]=[CH:24][N:23]=2)[CH:19]=[CH:18][C:3]=1[C:4]1[O:5][C:8]2[C:9]([C:10]([O:12][CH3:13])=[O:11])=[CH:14][CH:15]=[CH:16][C:7]=2[N:6]=1, predict the reactants needed to synthesize it. The reactants are: [F:1][C:2]1[CH:21]=[C:20]([C:22]2[CH:27]=[CH:26][CH:25]=[CH:24][N:23]=2)[CH:19]=[CH:18][C:3]=1[C:4]([NH:6][C:7]1[C:8](O)=[C:9]([CH:14]=[CH:15][CH:16]=1)[C:10]([O:12][CH3:13])=[O:11])=[O:5].CC1C=CC(S(O)(=O)=O)=CC=1. (3) Given the product [C:2](=[O:3])([O:4][C:5]1[CH:6]=[CH:7][C:8]([N+:11]([O-:13])=[O:12])=[CH:9][CH:10]=1)[O:38][CH2:37][CH2:36][C@@:33]1([C:39]2[CH:40]=[CH:41][C:42]([F:45])=[CH:43][CH:44]=2)[O:32][C:31](=[O:46])[N:30]([C@H:28]([C:25]2[CH:26]=[CH:27][C:22]([C:16]3[CH:17]=[CH:18][C:19]([F:21])=[CH:20][C:15]=3[F:14])=[CH:23][CH:24]=2)[CH3:29])[CH2:35][CH2:34]1, predict the reactants needed to synthesize it. The reactants are: Cl[C:2]([O:4][C:5]1[CH:10]=[CH:9][C:8]([N+:11]([O-:13])=[O:12])=[CH:7][CH:6]=1)=[O:3].[F:14][C:15]1[CH:20]=[C:19]([F:21])[CH:18]=[CH:17][C:16]=1[C:22]1[CH:27]=[CH:26][C:25]([C@@H:28]([N:30]2[CH2:35][CH2:34][C@@:33]([C:39]3[CH:44]=[CH:43][C:42]([F:45])=[CH:41][CH:40]=3)([CH2:36][CH2:37][OH:38])[O:32][C:31]2=[O:46])[CH3:29])=[CH:24][CH:23]=1.N1C=CC=CC=1. (4) Given the product [ClH:1].[Cl:18][C:19]1[CH:24]=[CH:23][C:22]([N:25]2[CH2:30][CH2:29][N:28]([CH2:2][CH2:3][CH2:4][CH2:5][C:6]3([CH2:16][CH3:17])[C:14]4[C:9](=[CH:10][CH:11]=[CH:12][CH:13]=4)[NH:8][C:7]3=[O:15])[CH2:27][CH2:26]2)=[C:21]([CH3:31])[CH:20]=1, predict the reactants needed to synthesize it. The reactants are: [Cl:1][CH2:2][CH2:3][CH2:4][CH2:5][C:6]1([CH2:16][CH3:17])[C:14]2[C:9](=[CH:10][CH:11]=[CH:12][CH:13]=2)[NH:8][C:7]1=[O:15].[Cl:18][C:19]1[CH:24]=[CH:23][C:22]([N:25]2[CH2:30][CH2:29][NH:28][CH2:27][CH2:26]2)=[C:21]([CH3:31])[CH:20]=1. (5) Given the product [CH:6]1([C@@H:5]([CH2:4][N+:1]([O-:3])=[O:2])[C:17]([C:12]2[CH:13]=[CH:14][CH:15]=[CH:16][N:11]=2)=[O:18])[CH2:10][CH2:9][CH2:8][CH2:7]1, predict the reactants needed to synthesize it. The reactants are: [N+:1](/[CH:4]=[CH:5]/[CH:6]1[CH2:10][CH2:9][CH2:8][CH2:7]1)([O-:3])=[O:2].[N:11]1[CH:16]=[CH:15][CH:14]=[CH:13][C:12]=1[CH:17]=[O:18].CCOCC.[Na+].[Cl-]. (6) Given the product [CH3:19][O:18][C:14]1[CH:13]=[C:12]2[C:17]([CH2:9][N:10]([CH2:21][C:22]3[CH:23]=[CH:24][C:25]([O:28][CH3:29])=[CH:26][CH:27]=3)[C:11]2=[O:20])=[CH:16][CH:15]=1, predict the reactants needed to synthesize it. The reactants are: C1(P(C2C=CC=CC=2)([CH:9]2[C:17]3[C:12](=[CH:13][C:14]([O:18][CH3:19])=[CH:15][CH:16]=3)[C:11](=[O:20])[N:10]2[CH2:21][C:22]2[CH:27]=[CH:26][C:25]([O:28][CH3:29])=[CH:24][CH:23]=2)=O)C=CC=CC=1.[OH-].[Na+].O. (7) Given the product [Cl:16][C:7]1[N:8]=[CH:9][CH:10]=[C:11]2[C:6]=1[N:5]=[CH:4][C:3]([O:2][CH3:1])=[CH:12]2, predict the reactants needed to synthesize it. The reactants are: [CH3:1][O:2][C:3]1[CH:4]=[N:5][C:6]2[C:7](=O)[NH:8][CH:9]=[CH:10][C:11]=2[CH:12]=1.P(Cl)(Cl)([Cl:16])=O.